From a dataset of Peptide-MHC class II binding affinity with 134,281 pairs from IEDB. Regression. Given a peptide amino acid sequence and an MHC pseudo amino acid sequence, predict their binding affinity value. This is MHC class II binding data. The peptide sequence is GGETMNSVIQALTSL. The MHC is DRB1_0101 with pseudo-sequence DRB1_0101. The binding affinity (normalized) is 0.626.